From a dataset of Forward reaction prediction with 1.9M reactions from USPTO patents (1976-2016). Predict the product of the given reaction. (1) Given the reactants [Mn]([O-])(=O)(=O)=O.[K+].[Br:7][C:8]1[CH:9]=[CH:10][C:11]2[C:12]3[N:20]([CH2:21][CH2:22][CH2:23][NH:24][C:25](=[O:31])[O:26][C:27]([CH3:30])([CH3:29])[CH3:28])[C:19](SC)=[N:18][C:13]=3[CH:14]=[N:15][C:16]=2[CH:17]=1.[S:34](=[O:37])(O)[O-:35].[Na+].[C:39](O)(=O)C, predict the reaction product. The product is: [Br:7][C:8]1[CH:9]=[CH:10][C:11]2[C:12]3[N:20]([CH2:21][CH2:22][CH2:23][NH:24][C:25](=[O:31])[O:26][C:27]([CH3:29])([CH3:28])[CH3:30])[C:19]([S:34]([CH3:39])(=[O:37])=[O:35])=[N:18][C:13]=3[CH:14]=[N:15][C:16]=2[CH:17]=1. (2) Given the reactants [C:1]1([O:7][C:8]2[CH:13]=[CH:12][C:11]([CH:14]3[O:18]C(=O)[NH:16][CH:15]3[CH2:20][C:21]3[CH:26]=[CH:25][CH:24]=[C:23]([O:27][C:28]([F:33])([F:32])[CH:29]([F:31])[F:30])[CH:22]=3)=[CH:10][CH:9]=2)[CH:6]=[CH:5][CH:4]=[CH:3][CH:2]=1.[OH-].[Na+], predict the reaction product. The product is: [NH2:16][CH:15]([CH2:20][C:21]1[CH:26]=[CH:25][CH:24]=[C:23]([O:27][C:28]([F:32])([F:33])[CH:29]([F:30])[F:31])[CH:22]=1)[CH:14]([C:11]1[CH:10]=[CH:9][C:8]([O:7][C:1]2[CH:2]=[CH:3][CH:4]=[CH:5][CH:6]=2)=[CH:13][CH:12]=1)[OH:18]. (3) Given the reactants [CH3:1][C:2]1[S:3][C:4]([CH:12]([CH3:14])[CH3:13])=[C:5]([C:7]([O:9]CC)=[O:8])[N:6]=1.Cl, predict the reaction product. The product is: [CH3:1][C:2]1[S:3][C:4]([CH:12]([CH3:14])[CH3:13])=[C:5]([C:7]([OH:9])=[O:8])[N:6]=1.